Dataset: Full USPTO retrosynthesis dataset with 1.9M reactions from patents (1976-2016). Task: Predict the reactants needed to synthesize the given product. (1) Given the product [OH:11][CH2:12][C:13]1[CH:18]=[CH:17][C:16]([C:19]23[N:37]([C:38]([C:40]4[C:41]([CH3:45])=[N:42][O:43][CH:44]=4)=[O:39])[CH2:36][CH2:35][N:20]2[C:21](=[O:34])[C:22]2[N:23]([CH:25]=[C:26]([C:28]4[CH:29]=[N:30][CH:31]=[CH:32][CH:33]=4)[CH:27]=2)[CH2:24]3)=[CH:15][CH:14]=1, predict the reactants needed to synthesize it. The reactants are: [Li+].[OH-].CC1C(C([O:11][CH2:12][C:13]2[CH:18]=[CH:17][C:16]([C:19]34[N:37]([C:38]([C:40]5[C:41]([CH3:45])=[N:42][O:43][CH:44]=5)=[O:39])[CH2:36][CH2:35][N:20]3[C:21](=[O:34])[C:22]3[N:23]([CH:25]=[C:26]([C:28]5[CH:29]=[N:30][CH:31]=[CH:32][CH:33]=5)[CH:27]=3)[CH2:24]4)=[CH:15][CH:14]=2)=O)=CON=1.CO.CC#N. (2) Given the product [C:8]([O-:17])(=[O:16])[CH:9]([CH2:13][CH2:14][CH3:15])[CH2:10][CH2:11][CH3:12].[Mg+2:4].[C:8]([O-:17])(=[O:16])[CH:9]([CH2:13][CH2:14][CH3:15])[CH2:10][CH2:11][CH3:12], predict the reactants needed to synthesize it. The reactants are: [O-]CC.[Mg+2:4].[O-]CC.[C:8]([OH:17])(=[O:16])[CH:9]([CH2:13][CH2:14][CH3:15])[CH2:10][CH2:11][CH3:12].CC(C)=O. (3) Given the product [NH2:1][C:4]1[CH:5]=[N:6][C:7]([NH:10][C:11]2[CH:12]=[C:13]([CH:23]=[CH:24][CH:25]=2)[C:14]([N:16]([CH2:20][CH2:21][OH:22])[CH:17]([CH3:19])[CH3:18])=[O:15])=[N:8][CH:9]=1, predict the reactants needed to synthesize it. The reactants are: [N+:1]([C:4]1[CH:5]=[N:6][C:7]([NH:10][C:11]2[CH:12]=[C:13]([CH:23]=[CH:24][CH:25]=2)[C:14]([N:16]([CH2:20][CH2:21][OH:22])[CH:17]([CH3:19])[CH3:18])=[O:15])=[N:8][CH:9]=1)([O-])=O. (4) Given the product [C:7]([NH:9][C:10]([NH:31][C:30]1[CH:32]=[CH:33][C:27]([O:26][C:17]2[C:16]3[C:21](=[CH:22][C:23]([O:24][CH3:25])=[C:14]([O:13][CH3:12])[CH:15]=3)[N:20]=[CH:19][CH:18]=2)=[CH:28][C:29]=1[CH3:34])=[S:11])(=[O:8])[C:1]1[CH:6]=[CH:5][CH:4]=[CH:3][CH:2]=1, predict the reactants needed to synthesize it. The reactants are: [C:1]1([C:7]([N:9]=[C:10]=[S:11])=[O:8])[CH:6]=[CH:5][CH:4]=[CH:3][CH:2]=1.[CH3:12][O:13][C:14]1[CH:15]=[C:16]2[C:21](=[CH:22][C:23]=1[O:24][CH3:25])[N:20]=[CH:19][CH:18]=[C:17]2[O:26][C:27]1[CH:33]=[CH:32][C:30]([NH2:31])=[C:29]([CH3:34])[CH:28]=1.C1(C)C=CC=CC=1. (5) Given the product [Br:1][C:2]1[CH:3]=[N:4][CH:5]=[C:6]([CH:10]=1)[C:7]([Cl:16])=[O:8], predict the reactants needed to synthesize it. The reactants are: [Br:1][C:2]1[CH:3]=[N:4][CH:5]=[C:6]([CH:10]=1)[C:7](O)=[O:8].[H-].[Na+].C(Cl)(=O)C([Cl:16])=O. (6) Given the product [F:43][C:16]1[CH:15]=[C:14]([NH:13][C:11]([NH:10][C:8](=[O:9])[CH2:7][C:1]2[CH:6]=[CH:5][CH:4]=[CH:3][CH:2]=2)=[S:12])[CH:42]=[CH:41][C:17]=1[O:18][C:19]1[CH:24]=[CH:23][N:22]=[C:21]([NH:25][C:26]([N:28]2[CH2:29][CH2:30][CH:31]([N:34]3[CH2:35][CH2:36][N:37]([CH3:40])[CH2:38][CH2:39]3)[CH2:32][CH2:33]2)=[O:27])[CH:20]=1, predict the reactants needed to synthesize it. The reactants are: [C:1]1([CH2:7][C:8]([N:10]=[C:11]=[S:12])=[O:9])[CH:6]=[CH:5][CH:4]=[CH:3][CH:2]=1.[NH2:13][C:14]1[CH:42]=[CH:41][C:17]([O:18][C:19]2[CH:24]=[CH:23][N:22]=[C:21]([NH:25][C:26]([N:28]3[CH2:33][CH2:32][CH:31]([N:34]4[CH2:39][CH2:38][N:37]([CH3:40])[CH2:36][CH2:35]4)[CH2:30][CH2:29]3)=[O:27])[CH:20]=2)=[C:16]([F:43])[CH:15]=1.C12(CS(O)(=O)=O)C(C)(C)C(CC1)CC2=O. (7) Given the product [C:1]([C:4]1[CH:9]=[CH:8][C:7]([NH:10][C:11]([C:13]2[C:54]3[O:57][CH2:20][CH2:19][N:18]([C:23]4[C:28]([Cl:29])=[CH:27][CH:26]=[CH:25][N:24]=4)[C:17]=3[CH:16]=[CH:15][CH:14]=2)=[O:12])=[CH:6][CH:5]=1)(=[O:2])[NH2:33], predict the reactants needed to synthesize it. The reactants are: [C:1]([C:4]1[CH:9]=[CH:8][C:7]([NH:10][C:11]([C:13]2C3O[CH2:20][CH2:19][N:18]([C:23]4[C:28]([Cl:29])=[CH:27][CH:26]=[CH:25][N:24]=4)[C:17]=3[CH:16]=[CH:15][CH:14]=2)=[O:12])=[CH:6][CH:5]=1)(O)=[O:2].[Cl-].[NH4+].O[N:33]1C2C=CC=CC=2N=N1.Cl.C(N=C=NCCCN(C)C)C.[C:54](=[O:57])([O-])O.[Na+]. (8) Given the product [Si:13]([O:20][CH2:21][C:22]1[S:26][C:25]([C:28]2[N:33]=[N:32][C:31]([N:34]([CH2:42][C:43]3([C:47]4[C:52]([F:53])=[CH:51][CH:50]=[CH:49][N:48]=4)[CH2:46][CH2:45][CH2:44]3)[C:35](=[O:41])[O:36][C:37]([CH3:38])([CH3:39])[CH3:40])=[CH:30][CH:29]=2)=[N:24][CH:23]=1)([C:16]([CH3:19])([CH3:17])[CH3:18])([CH3:14])[CH3:15], predict the reactants needed to synthesize it. The reactants are: C(NC(C)C)(C)C.[Li]CCCC.[Si:13]([O:20][CH2:21][C:22]1[S:26][CH:25]=[N:24][CH:23]=1)([C:16]([CH3:19])([CH3:18])[CH3:17])([CH3:15])[CH3:14].Cl[C:28]1[N:33]=[N:32][C:31]([N:34]([CH2:42][C:43]2([C:47]3[C:52]([F:53])=[CH:51][CH:50]=[CH:49][N:48]=3)[CH2:46][CH2:45][CH2:44]2)[C:35](=[O:41])[O:36][C:37]([CH3:40])([CH3:39])[CH3:38])=[CH:30][CH:29]=1.